This data is from Forward reaction prediction with 1.9M reactions from USPTO patents (1976-2016). The task is: Predict the product of the given reaction. (1) Given the reactants [Cl:1][C:2]1[C:3]([O:12][CH:13]([CH3:15])[CH3:14])=[CH:4][C:5](F)=[C:6]([N+:8]([O-:10])=[O:9])[CH:7]=1.[NH2:16][CH:17]1[CH2:22][CH2:21][N:20]([C:23]([O:25][C:26]([CH3:29])([CH3:28])[CH3:27])=[O:24])[CH2:19][CH2:18]1.C(N(C(C)C)CC)(C)C, predict the reaction product. The product is: [Cl:1][C:2]1[C:3]([O:12][CH:13]([CH3:15])[CH3:14])=[CH:4][C:5]([NH:16][CH:17]2[CH2:18][CH2:19][N:20]([C:23]([O:25][C:26]([CH3:29])([CH3:28])[CH3:27])=[O:24])[CH2:21][CH2:22]2)=[C:6]([N+:8]([O-:10])=[O:9])[CH:7]=1. (2) Given the reactants C[Si]([N-][Si](C)(C)C)(C)C.[Li+].[N:11]1([C:22]([O:24][CH2:25][C:26]2[CH:31]=[CH:30][CH:29]=[CH:28][CH:27]=2)=[O:23])[CH2:16][CH2:15][CH:14]([C:17]([O:19][CH2:20][CH3:21])=[O:18])[CH2:13][CH2:12]1.IC.[C:34](=O)([O-])O.[Na+], predict the reaction product. The product is: [CH3:34][C:14]1([C:17]([O:19][CH2:20][CH3:21])=[O:18])[CH2:13][CH2:12][N:11]([C:22]([O:24][CH2:25][C:26]2[CH:31]=[CH:30][CH:29]=[CH:28][CH:27]=2)=[O:23])[CH2:16][CH2:15]1.